From a dataset of Forward reaction prediction with 1.9M reactions from USPTO patents (1976-2016). Predict the product of the given reaction. (1) Given the reactants ClC1C=CC=C(C(OO)=[O:9])C=1.[Cl:12][C:13]1[CH:14]=[N:15][CH:16]=[CH:17][C:18]=1[CH:19]([S:28][C:29]1[CH:34]=[CH:33][C:32]([Cl:35])=[CH:31][CH:30]=1)[C:20]1[CH:25]=[C:24]([F:26])[CH:23]=[CH:22][C:21]=1[F:27], predict the reaction product. The product is: [Cl:12][C:13]1[CH:14]=[N:15][CH:16]=[CH:17][C:18]=1[CH:19]([S:28]([C:29]1[CH:34]=[CH:33][C:32]([Cl:35])=[CH:31][CH:30]=1)=[O:9])[C:20]1[CH:25]=[C:24]([F:26])[CH:23]=[CH:22][C:21]=1[F:27]. (2) Given the reactants [Cl:1][C:2]1[C:10]([CH2:11][NH2:12])=[CH:9][CH:8]=[C:7]([Cl:13])[C:3]=1[C:4]([OH:6])=[O:5].ClC(N(C)C)=C(C)C.[F:22][C:23]([F:31])([F:30])[C:24]([CH3:29])([CH3:28])[C:25](O)=[O:26].N1C=CC=CC=1.ClCl.CC1C2=C(C3C=CC=CC=3)NN(CC3C=CC=CC=3)C(=O)C2=NN=1, predict the reaction product. The product is: [Cl:1][C:2]1[C:10]([CH2:11][NH:12][C:25]([C:24]([CH3:29])([CH3:28])[C:23]([F:31])([F:30])[F:22])=[O:26])=[CH:9][CH:8]=[C:7]([Cl:13])[C:3]=1[C:4]([OH:6])=[O:5]. (3) Given the reactants CS([Cl:5])(=O)=O.[NH:6]1[C:10]2=[N+:11]([O-])[CH:12]=[CH:13][CH:14]=[C:9]2[CH:8]=[CH:7]1, predict the reaction product. The product is: [Cl:5][C:14]1[CH:13]=[CH:12][N:11]=[C:10]2[NH:6][CH:7]=[CH:8][C:9]=12. (4) Given the reactants [F:1][C:2]1[CH:3]=[CH:4][C:5]([O:25][CH2:26][CH2:27][O:28][CH3:29])=[C:6]([C@H:8]2[CH2:12][CH2:11][CH2:10][N:9]2[C:13]2[CH:18]=[CH:17][N:16]3[N:19]=[CH:20][C:21]([C:22](O)=[O:23])=[C:15]3[N:14]=2)[CH:7]=1.[Cl-].[NH4+:31], predict the reaction product. The product is: [F:1][C:2]1[CH:3]=[CH:4][C:5]([O:25][CH2:26][CH2:27][O:28][CH3:29])=[C:6]([C@H:8]2[CH2:12][CH2:11][CH2:10][N:9]2[C:13]2[CH:18]=[CH:17][N:16]3[N:19]=[CH:20][C:21]([C:22]([NH2:31])=[O:23])=[C:15]3[N:14]=2)[CH:7]=1. (5) Given the reactants [F:1][C:2]1[CH:3]=[C:4]([CH:13]([NH:18][C:19](=[O:25])[O:20][C:21]([CH3:24])([CH3:23])[CH3:22])[C:14]([OH:17])([CH3:16])[CH3:15])[CH:5]=[CH:6][C:7]=1[O:8][C:9]([F:12])([F:11])[F:10], predict the reaction product. The product is: [F:1][C:2]1[CH:3]=[C:4]([C@H:13]([NH:18][C:19](=[O:25])[O:20][C:21]([CH3:24])([CH3:23])[CH3:22])[C:14]([OH:17])([CH3:16])[CH3:15])[CH:5]=[CH:6][C:7]=1[O:8][C:9]([F:12])([F:11])[F:10]. (6) Given the reactants [NH2:1][C:2]1[N:7]=[C:6]([NH:8][C:9]2[CH:14]=[CH:13][C:12]([CH2:15][OH:16])=[CH:11][CH:10]=2)[CH:5]=[C:4]([C:17]2[CH:22]=[C:21]([Cl:23])[CH:20]=[CH:19][C:18]=2[O:24][CH2:25][CH3:26])[N:3]=1.[C:27]([O:31][C:32](=[O:46])[CH:33]([NH:38][C:39]([O:41][C:42]([CH3:45])([CH3:44])[CH3:43])=[O:40])[CH2:34][C:35](O)=[O:36])([CH3:30])([CH3:29])[CH3:28], predict the reaction product. The product is: [C:27]([O:31][C:32](=[O:46])[C@@H:33]([NH:38][C:39]([O:41][C:42]([CH3:45])([CH3:44])[CH3:43])=[O:40])[CH2:34][C:35]([O:16][CH2:15][C:12]1[CH:13]=[CH:14][C:9]([NH:8][C:6]2[CH:5]=[C:4]([C:17]3[CH:22]=[C:21]([Cl:23])[CH:20]=[CH:19][C:18]=3[O:24][CH2:25][CH3:26])[N:3]=[C:2]([NH2:1])[N:7]=2)=[CH:10][CH:11]=1)=[O:36])([CH3:30])([CH3:29])[CH3:28].